From a dataset of Forward reaction prediction with 1.9M reactions from USPTO patents (1976-2016). Predict the product of the given reaction. (1) Given the reactants [F:1][C:2]1[CH:11]=[C:10]([CH2:12]O)[CH:9]=[CH:8][C:3]=1[C:4]([NH:6][CH3:7])=[O:5].S(Cl)([Cl:16])=O.C(=O)(O)[O-].[Na+], predict the reaction product. The product is: [Cl:16][CH2:12][C:10]1[CH:9]=[CH:8][C:3]([C:4]([NH:6][CH3:7])=[O:5])=[C:2]([F:1])[CH:11]=1. (2) Given the reactants [ClH:1].[Cl:2][C:3]1[CH:4]=[CH:5][C:6]2[CH2:12][CH2:11][NH:10][CH2:9][C@H:8]([CH3:13])[C:7]=2[CH:14]=1.C([OH:18])(C)C.O, predict the reaction product. The product is: [OH2:18].[ClH:2].[Cl:2][C:3]1[CH:4]=[CH:5][C:6]2[CH2:12][CH2:11][NH:10][CH2:9][C@H:8]([CH3:13])[C:7]=2[CH:14]=1.[Cl:2][C:3]1[CH:4]=[CH:5][C:6]2[CH2:12][CH2:11][NH:10][CH2:9][C@H:8]([CH3:13])[C:7]=2[CH:14]=1.[ClH:1]. (3) Given the reactants [OH:1][C:2]1[CH:7]=[CH:6][C:5]([C:8]([C:10]2[CH:15]=[CH:14][C:13]([OH:16])=[CH:12][CH:11]=2)=O)=[CH:4][CH:3]=1.[CH2:17]([O:19][C:20](=[O:35])[CH2:21][O:22][C:23]1[CH:28]=[CH:27][C:26]([C:29](=O)[CH2:30][CH2:31][CH2:32][CH3:33])=[CH:25][CH:24]=1)[CH3:18].C([O-])([O-])=O.[K+].[K+], predict the reaction product. The product is: [CH2:30]([C:29]([C:26]1[CH:25]=[CH:24][C:23]([O:22][CH2:21][C:20]([O:19][CH2:17][CH3:18])=[O:35])=[CH:28][CH:27]=1)=[C:8]([C:10]1[CH:15]=[CH:14][C:13]([OH:16])=[CH:12][CH:11]=1)[C:5]1[CH:6]=[CH:7][C:2]([OH:1])=[CH:3][CH:4]=1)[CH2:31][CH2:32][CH3:33]. (4) Given the reactants [Br-].C1([C:8]([PH3+])([C:15]2[CH:20]=[CH:19][CH:18]=[CH:17][CH:16]=2)C2C=CC=CC=2)C=CC=CC=1.CC(C)([O-])C.[K+].O=C1CCC([NH:35][C:36](=[O:42])[O:37][C:38]([CH3:41])([CH3:40])[CH3:39])CC1.O, predict the reaction product. The product is: [CH2:8]=[C:15]1[CH2:16][CH2:17][CH:18]([NH:35][C:36](=[O:42])[O:37][C:38]([CH3:41])([CH3:40])[CH3:39])[CH2:19][CH2:20]1. (5) Given the reactants [F:1][C:2]([F:10])([F:9])[C:3]1([C:6](O)=[O:7])[CH2:5][CH2:4]1.CN([C:14]([O:18][N:19]1N=NC2C=CC=N[C:20]1=2)=[N+](C)C)C.F[P-](F)(F)(F)(F)F.CCN(CC)CC.Cl.CNOC, predict the reaction product. The product is: [CH3:14][O:18][N:19]([CH3:20])[C:6]([C:3]1([C:2]([F:10])([F:9])[F:1])[CH2:5][CH2:4]1)=[O:7]. (6) The product is: [CH3:34][S:31]([C:28]1[CH:29]=[CH:30][C:25]([O:24][C:23]2[C:9]([N:40]3[CH2:47][CH2:46][CH2:45][C@H:41]3[C:42]([NH2:44])=[O:43])=[CH:10][C:11]3[NH:15][C:14]([C:16]4[CH:21]=[CH:20][CH:19]=[CH:18][N:17]=4)=[N:13][C:12]=3[CH:22]=2)=[CH:26][CH:27]=1)(=[O:32])=[O:33]. Given the reactants C(OC(C1C=CC=CC=1O[C:9]1[C:23]([O:24][C:25]2[CH:30]=[CH:29][C:28]([S:31]([CH3:34])(=[O:33])=[O:32])=[CH:27][CH:26]=2)=[CH:22][C:12]2[NH:13][C:14]([C:16]3[CH:21]=[CH:20][CH:19]=[CH:18][N:17]=3)=[N:15][C:11]=2[CH:10]=1)=O)C.Cl.[NH:40]1[CH2:47][CH2:46][CH2:45][C@H:41]1[C:42]([NH2:44])=[O:43], predict the reaction product.